The task is: Predict the reaction yield, written as a fraction of the theoretical maximum amount of product (1.0 means a 100% yield; for example, 0.34 means a 34% yield).. This data is from Reaction yield outcomes from USPTO patents with 853,638 reactions. (1) The reactants are FC(F)(F)C(O)=O.[C:8]1([C:14]2[N:19]=[C:18]([CH:20]3[CH2:25][CH2:24][NH:23][CH2:22][CH2:21]3)[CH:17]=[CH:16][C:15]=2[NH:26][C:27]([C:29]2[NH:30][C:31]([C:34]#[N:35])=[CH:32][N:33]=2)=[O:28])[CH2:13][CH2:12][CH2:11][CH2:10][CH:9]=1.CCN(C(C)C)C(C)C.[CH3:45][S:46]([CH2:49][CH2:50]OS(C)(=O)=O)(=[O:48])=[O:47]. The catalyst is C(Cl)Cl. The product is [C:8]1([C:14]2[N:19]=[C:18]([CH:20]3[CH2:21][CH2:22][N:23]([CH2:50][CH2:49][S:46]([CH3:45])(=[O:48])=[O:47])[CH2:24][CH2:25]3)[CH:17]=[CH:16][C:15]=2[NH:26][C:27]([C:29]2[NH:30][C:31]([C:34]#[N:35])=[CH:32][N:33]=2)=[O:28])[CH2:13][CH2:12][CH2:11][CH2:10][CH:9]=1. The yield is 0.400. (2) The reactants are [CH:1]([C@@H:4]1[C:9](=[O:10])[NH:8][CH:7]=[CH:6][N:5]1[C:11]([O:13][CH2:14][C:15]1[CH:20]=[CH:19][CH:18]=[CH:17][CH:16]=1)=[O:12])([CH3:3])[CH3:2].[SiH](CC)(CC)CC.C(O)(C(F)(F)F)=O. The catalyst is ClCCCl. The product is [CH:1]([C@@H:4]1[C:9](=[O:10])[NH:8][CH2:7][CH2:6][N:5]1[C:11]([O:13][CH2:14][C:15]1[CH:16]=[CH:17][CH:18]=[CH:19][CH:20]=1)=[O:12])([CH3:3])[CH3:2]. The yield is 0.998. (3) The reactants are [CH3:1][O:2][C:3]([C@@H:5]([CH2:10][CH:11]([CH3:13])[CH3:12])[CH2:6][C:7]([OH:9])=O)=[O:4].C(Cl)CCl.C1C=CC2N(O)N=NC=2C=1.[NH2:28][C@@H:29]([CH2:34][CH2:35][C:36]1[CH:41]=[CH:40][CH:39]=[CH:38][CH:37]=1)[C:30]([NH:32][CH3:33])=[O:31].C(N(CC)CC)C. The product is [CH3:12][CH:11]([CH3:13])[CH2:10][C@@H:5]([CH2:6][C:7]([NH:28][C@@H:29]([CH2:34][CH2:35][C:36]1[CH:37]=[CH:38][CH:39]=[CH:40][CH:41]=1)[C:30]([NH:32][CH3:33])=[O:31])=[O:9])[C:3]([O:2][CH3:1])=[O:4]. The catalyst is C1COCC1. The yield is 0.790. (4) The reactants are [C:1]([O:5][C:6]([N:8]1[CH:13]([CH2:14][CH3:15])[CH2:12][CH:11]([N:16]([CH2:21][C:22]2[CH:27]=[C:26]([C:28]([F:31])([F:30])[F:29])[CH:25]=[C:24]([C:32]([F:35])([F:34])[F:33])[CH:23]=2)[C:17]([O:19][CH3:20])=[O:18])[CH2:10][CH:9]1[CH2:36][C:37](O)=[O:38])=[O:7])([CH3:4])([CH3:3])[CH3:2].C(N1C=CN=C1)(N1C=CN=C1)=O.[NH:52]1[CH2:56][CH2:55][CH2:54][CH2:53]1. The catalyst is ClCCCl. The product is [C:1]([O:5][C:6]([N:8]1[CH:9]([CH2:36][C:37](=[O:38])[N:52]2[CH2:56][CH2:55][CH2:54][CH2:53]2)[CH2:10][CH:11]([N:16]([CH2:21][C:22]2[CH:27]=[C:26]([C:28]([F:30])([F:29])[F:31])[CH:25]=[C:24]([C:32]([F:35])([F:34])[F:33])[CH:23]=2)[C:17]([O:19][CH3:20])=[O:18])[CH2:12][CH:13]1[CH2:14][CH3:15])=[O:7])([CH3:3])([CH3:2])[CH3:4]. The yield is 0.970.